The task is: Predict which catalyst facilitates the given reaction.. This data is from Catalyst prediction with 721,799 reactions and 888 catalyst types from USPTO. Reactant: [C:1]([O:5][C:6](=[O:21])[C:7]1[CH:12]=[CH:11][C:10]([N:13]2[CH2:18][CH2:17][N:16]([CH3:19])[CH2:15][CH2:14]2)=[CH:9][C:8]=1[NH2:20])([CH3:4])([CH3:3])[CH3:2].[O:22]1[CH2:27][CH2:26][C:25](=O)[CH2:24][CH2:23]1.FC(F)(F)C(O)=O.C(O[BH-](OC(=O)C)OC(=O)C)(=O)C.C[N+](C)(C)C. Product: [C:1]([O:5][C:6](=[O:21])[C:7]1[CH:12]=[CH:11][C:10]([N:13]2[CH2:18][CH2:17][N:16]([CH3:19])[CH2:15][CH2:14]2)=[CH:9][C:8]=1[NH:20][CH:25]1[CH2:26][CH2:27][O:22][CH2:23][CH2:24]1)([CH3:4])([CH3:2])[CH3:3]. The catalyst class is: 4.